From a dataset of Catalyst prediction with 721,799 reactions and 888 catalyst types from USPTO. Predict which catalyst facilitates the given reaction. (1) Product: [CH:1]([C:4]1[CH:9]=[CH:8][CH:7]=[C:6]([CH:10]([CH3:12])[CH3:11])[C:5]=1[N:13]1[C:35](=[O:36])[C:32]2[C:33]3[C:34]4[C:29](=[CH:30][CH:31]=2)[C:28]2[C:37]5[C:24]([C:25]([C:38]#[C:39][CH2:40][CH2:41][CH2:42][CH2:43][O:44][C:52](=[O:56])[C:53]([CH3:55])=[CH2:54])=[CH:26][CH:27]=2)=[CH:23][CH:22]=[CH:21][C:20]=5[C:19]=4[CH:18]=[CH:17][C:16]=3[C:14]1=[O:15])([CH3:2])[CH3:3]. The catalyst class is: 12. Reactant: [CH:1]([C:4]1[CH:9]=[CH:8][CH:7]=[C:6]([CH:10]([CH3:12])[CH3:11])[C:5]=1[N:13]1[C:35](=[O:36])[C:32]2[C:33]3[C:34]4[C:29](=[CH:30][CH:31]=2)[C:28]2[C:37]5[C:24]([C:25]([C:38]#[C:39][CH2:40][CH2:41][CH2:42][CH2:43][OH:44])=[CH:26][CH:27]=2)=[CH:23][CH:22]=[CH:21][C:20]=5[C:19]=4[CH:18]=[CH:17][C:16]=3[C:14]1=[O:15])([CH3:3])[CH3:2].C(N(CC)CC)C.[C:52](Cl)(=[O:56])[C:53]([CH3:55])=[CH2:54].O. (2) Reactant: Cl[C:2]1[C:3]2[N:10]([CH2:11][CH2:12][O:13][CH2:14][CH3:15])[C:9]([C:16]3[O:17][CH:18]=[CH:19][CH:20]=3)=[CH:8][C:4]=2[N:5]=[CH:6][N:7]=1.[CH3:21][C:22]1[CH:23]=[C:24]([CH:26]=[CH:27][C:28]=1[O:29][C:30]1[CH:31]=[N:32][C:33]([CH3:36])=[CH:34][CH:35]=1)[NH2:25].CN1CCCC1=O.C(=O)([O-])O.[Na+]. Product: [CH2:14]([O:13][CH2:12][CH2:11][N:10]1[C:3]2[C:2]([NH:25][C:24]3[CH:26]=[CH:27][C:28]([O:29][C:30]4[CH:31]=[N:32][C:33]([CH3:36])=[CH:34][CH:35]=4)=[C:22]([CH3:21])[CH:23]=3)=[N:7][CH:6]=[N:5][C:4]=2[CH:8]=[C:9]1[C:16]1[O:17][CH:18]=[CH:19][CH:20]=1)[CH3:15]. The catalyst class is: 6.